This data is from Catalyst prediction with 721,799 reactions and 888 catalyst types from USPTO. The task is: Predict which catalyst facilitates the given reaction. (1) Reactant: [C:1]1([CH:7]2[CH2:24][NH:23][CH2:22][C:9]3([CH2:14][CH2:13][N:12]([C:15]([O:17][C:18]([CH3:21])([CH3:20])[CH3:19])=[O:16])[CH2:11][CH2:10]3)[O:8]2)[CH:6]=[CH:5][CH:4]=[CH:3][CH:2]=1.[CH:25](=O)[CH3:26].C([BH3-])#N.[Na+]. Product: [CH2:25]([N:23]1[CH2:24][CH:7]([C:1]2[CH:2]=[CH:3][CH:4]=[CH:5][CH:6]=2)[O:8][C:9]2([CH2:10][CH2:11][N:12]([C:15]([O:17][C:18]([CH3:21])([CH3:19])[CH3:20])=[O:16])[CH2:13][CH2:14]2)[CH2:22]1)[CH3:26]. The catalyst class is: 5. (2) Reactant: [Cl:1][C:2]1[CH:3]=[C:4]([CH:7]=[CH:8][C:9]=1[NH:10][C:11]1[N:16]=[C:15]([NH:17][CH3:18])[C:14]([C:19]([F:22])([F:21])[F:20])=[CH:13][N:12]=1)[C:5]#[N:6].[N-:23]=[N+:24]=[N-:25].[Na+].[Cl-].[NH4+]. The catalyst class is: 3. Product: [Cl:1][C:2]1[CH:3]=[C:4]([C:5]2[N:23]=[N:24][NH:25][N:6]=2)[CH:7]=[CH:8][C:9]=1[NH:10][C:11]1[N:16]=[C:15]([NH:17][CH3:18])[C:14]([C:19]([F:20])([F:21])[F:22])=[CH:13][N:12]=1.